From a dataset of NCI-60 drug combinations with 297,098 pairs across 59 cell lines. Regression. Given two drug SMILES strings and cell line genomic features, predict the synergy score measuring deviation from expected non-interaction effect. (1) Drug 1: C1=CN(C=N1)CC(O)(P(=O)(O)O)P(=O)(O)O. Drug 2: CC(C)CN1C=NC2=C1C3=CC=CC=C3N=C2N. Cell line: NCI-H322M. Synergy scores: CSS=-0.0785, Synergy_ZIP=-0.0815, Synergy_Bliss=-0.501, Synergy_Loewe=-1.07, Synergy_HSA=-1.03. (2) Drug 1: C1C(C(OC1N2C=NC3=C2NC=NCC3O)CO)O. Drug 2: CC1C(C(CC(O1)OC2CC(CC3=C2C(=C4C(=C3O)C(=O)C5=C(C4=O)C(=CC=C5)OC)O)(C(=O)CO)O)N)O.Cl. Cell line: UO-31. Synergy scores: CSS=42.2, Synergy_ZIP=-2.08, Synergy_Bliss=-1.06, Synergy_Loewe=-33.5, Synergy_HSA=-2.40.